Dataset: Reaction yield outcomes from USPTO patents with 853,638 reactions. Task: Predict the reaction yield, written as a fraction of the theoretical maximum amount of product (1.0 means a 100% yield; for example, 0.34 means a 34% yield). (1) The reactants are Br[CH:2]([CH2:7][CH:8](Br)[CH3:9])[C:3]([O:5][CH3:6])=[O:4].[C:11]1([CH2:17][NH2:18])[CH:16]=[CH:15][CH:14]=[CH:13][CH:12]=1. The catalyst is C(#N)C. The product is [CH2:17]([N:18]1[CH:8]([CH3:9])[CH2:7][CH:2]1[C:3]([O:5][CH3:6])=[O:4])[C:11]1[CH:16]=[CH:15][CH:14]=[CH:13][CH:12]=1. The yield is 0.620. (2) The reactants are Cl[C:2]1[C:3](=[O:18])[N:4]([CH:15]([CH3:17])[CH3:16])[S:5](=[O:14])(=[O:13])[C:6]=1[C:7]1[CH:12]=[CH:11][CH:10]=[CH:9][CH:8]=1.[Cl:19][C:20]1[C:21]([N:30]2[CH2:33][CH:32]([NH2:34])[CH2:31]2)=[N:22][CH:23]=[C:24]([C:26]([F:29])([F:28])[F:27])[CH:25]=1. The catalyst is CN(C=O)C.CCOC(C)=O. The product is [Cl:19][C:20]1[C:21]([N:30]2[CH2:31][CH:32]([NH:34][C:2]3[C:3](=[O:18])[N:4]([CH:15]([CH3:17])[CH3:16])[S:5](=[O:14])(=[O:13])[C:6]=3[C:7]3[CH:12]=[CH:11][CH:10]=[CH:9][CH:8]=3)[CH2:33]2)=[N:22][CH:23]=[C:24]([C:26]([F:28])([F:29])[F:27])[CH:25]=1. The yield is 0.840. (3) The reactants are [C:1]([OH:6])(=[O:5])[C:2]([OH:4])=[O:3].[CH2:7]([O:14][NH:15][C@H:16]1[CH2:21][NH:20][C@H:19]([C:22]([O:24][CH2:25][C:26]2C=CC=CC=2)=[O:23])[CH2:18][CH2:17]1)[C:8]1[CH:13]=[CH:12][CH:11]=[CH:10][CH:9]=1.[O-]CC.[Na+].C(O)(=O)C.O.O.C(O)(=O)C(O)=O. The catalyst is C(O)C.CC(C)=O. The product is [C:1]([OH:6])(=[O:5])[C:2]([OH:4])=[O:3].[CH2:7]([O:14][NH:15][C@H:16]1[CH2:21][NH:20][C@H:19]([C:22]([O:24][CH2:25][CH3:26])=[O:23])[CH2:18][CH2:17]1)[C:8]1[CH:9]=[CH:10][CH:11]=[CH:12][CH:13]=1. The yield is 0.940. (4) The reactants are [Cl:1][C:2]1[S:6][C:5]([C:7]2[N:11]([C:12]3[CH:17]=[CH:16][C:15]([Cl:18])=[CH:14][C:13]=3[Cl:19])[N:10]=[C:9]([C:20](Cl)=[O:21])[C:8]=2[CH3:23])=[CH:4][CH:3]=1.[CH2:24]([N:27]([CH2:31][CH:32]=[CH2:33])[C:28](=[O:30])[CH3:29])[CH:25]=[CH2:26].C[Si]([N-][Si](C)(C)C)(C)C.[Li+]. No catalyst specified. The product is [CH2:24]([N:27]([CH2:31][CH:32]=[CH2:33])[C:28](=[O:30])[CH2:29][C:20]([C:9]1[C:8]([CH3:23])=[C:7]([C:5]2[S:6][C:2]([Cl:1])=[CH:3][CH:4]=2)[N:11]([C:12]2[CH:17]=[CH:16][C:15]([Cl:18])=[CH:14][C:13]=2[Cl:19])[N:10]=1)=[O:21])[CH:25]=[CH2:26]. The yield is 0.780. (5) The reactants are [C:1]1(=[O:10])[C:9]2[C:4](=[CH:5][CH:6]=[CH:7][CH:8]=2)[CH2:3][CH2:2]1.[C:11]([OH:15])(=[O:14])[CH:12]=O. The catalyst is O1CCOCC1. The product is [O:10]=[C:1]1[C:9]2[C:4](=[CH:5][CH:6]=[CH:7][CH:8]=2)[CH2:3]/[C:2]/1=[CH:12]\[C:11]([OH:15])=[O:14]. The yield is 0.920. (6) The reactants are Cl[C:2]1[O:3][C:4]2[CH:10]=[CH:9][CH:8]=[CH:7][C:5]=2[N:6]=1.[NH2:11][C:12]1[C:17]([Cl:18])=[CH:16][C:15]([CH2:19][C:20]([O:22][CH2:23][CH3:24])=[O:21])=[C:14]([F:25])[CH:13]=1. The catalyst is C1(C)C(C)=CC=CC=1. The product is [O:3]1[C:4]2[CH:10]=[CH:9][CH:8]=[CH:7][C:5]=2[N:6]=[C:2]1[NH:11][C:12]1[C:17]([Cl:18])=[CH:16][C:15]([CH2:19][C:20]([O:22][CH2:23][CH3:24])=[O:21])=[C:14]([F:25])[CH:13]=1. The yield is 0.740. (7) The reactants are [O:1]=[C:2]1[NH:6][NH:5][C:4]([CH2:7][C:8]([O:10]CC)=[O:9])=[CH:3]1.CO.O.[OH-].[Na+]. The catalyst is C1COCC1. The product is [O:1]=[C:2]1[NH:6][NH:5][C:4]([CH2:7][C:8]([OH:10])=[O:9])=[CH:3]1. The yield is 0.820. (8) The reactants are [NH2:1][C@@H:2]1[C:16](=[O:17])[N:15]2[CH2:18][C@H:19]([O:21][C:22]3[C:23]4[S:37][CH:36]=[CH:35][C:24]=4[N:25]=[C:26]([C:28]4[N:32]([CH3:33])[N:31]=[C:30]([CH3:34])[CH:29]=4)[N:27]=3)[CH2:20][C@H:14]2[C:13](=[O:38])[NH:12][C@:11]2([C:40]([O:42][CH3:43])=[O:41])[CH2:39][C@H:10]2[CH:9]=[CH:8][CH2:7][CH2:6][CH2:5][CH2:4][CH2:3]1.C(N([CH2:49][CH3:50])CC)C. The catalyst is ClCCl. The product is [CH3:33][N:32]1[C:28]([C:26]2[N:27]=[C:22]([O:21][C@H:19]3[CH2:18][N:15]4[C:16](=[O:17])[C@@H:2]([NH:1][C:40]([O:42][C@H:50]5[CH2:49][CH2:22][O:21][CH2:19]5)=[O:41])[CH2:3][CH2:4][CH2:5][CH2:6][CH2:7][CH:8]=[CH:9][C@@H:10]5[CH2:39][C@@:11]5([C:40]([O:42][CH3:43])=[O:41])[NH:12][C:13](=[O:38])[C@@H:14]4[CH2:20]3)[C:23]3[S:37][CH:36]=[CH:35][C:24]=3[N:25]=2)=[CH:29][C:30]([CH3:34])=[N:31]1. The yield is 0.720.